The task is: Regression. Given two drug SMILES strings and cell line genomic features, predict the synergy score measuring deviation from expected non-interaction effect.. This data is from NCI-60 drug combinations with 297,098 pairs across 59 cell lines. (1) Drug 1: C1CCC(C1)C(CC#N)N2C=C(C=N2)C3=C4C=CNC4=NC=N3. Drug 2: C1CCC(C(C1)N)N.C(=O)(C(=O)[O-])[O-].[Pt+4]. Cell line: SF-268. Synergy scores: CSS=4.20, Synergy_ZIP=-0.0208, Synergy_Bliss=2.08, Synergy_Loewe=-17.9, Synergy_HSA=-2.00. (2) Drug 1: CC=C1C(=O)NC(C(=O)OC2CC(=O)NC(C(=O)NC(CSSCCC=C2)C(=O)N1)C(C)C)C(C)C. Drug 2: C1CC(=O)NC(=O)C1N2C(=O)C3=CC=CC=C3C2=O. Cell line: HT29. Synergy scores: CSS=23.1, Synergy_ZIP=-0.187, Synergy_Bliss=-0.597, Synergy_Loewe=-33.3, Synergy_HSA=-2.35. (3) Synergy scores: CSS=26.9, Synergy_ZIP=-2.09, Synergy_Bliss=-1.58, Synergy_Loewe=-20.7, Synergy_HSA=-0.712. Cell line: HOP-92. Drug 1: CS(=O)(=O)CCNCC1=CC=C(O1)C2=CC3=C(C=C2)N=CN=C3NC4=CC(=C(C=C4)OCC5=CC(=CC=C5)F)Cl. Drug 2: C1=NC2=C(N1)C(=S)N=CN2. (4) Drug 1: C1=CC(=CC=C1CC(C(=O)O)N)N(CCCl)CCCl.Cl. Drug 2: CC(C)(C#N)C1=CC(=CC(=C1)CN2C=NC=N2)C(C)(C)C#N. Cell line: SN12C. Synergy scores: CSS=12.1, Synergy_ZIP=-5.72, Synergy_Bliss=0.642, Synergy_Loewe=-0.380, Synergy_HSA=-0.0943. (5) Drug 1: C1=C(C(=O)NC(=O)N1)F. Drug 2: C#CCC(CC1=CN=C2C(=N1)C(=NC(=N2)N)N)C3=CC=C(C=C3)C(=O)NC(CCC(=O)O)C(=O)O. Cell line: SNB-75. Synergy scores: CSS=20.0, Synergy_ZIP=-6.78, Synergy_Bliss=-1.90, Synergy_Loewe=-1.60, Synergy_HSA=-1.63. (6) Drug 1: C1CCC(CC1)NC(=O)N(CCCl)N=O. Drug 2: CC1C(C(CC(O1)OC2CC(CC3=C2C(=C4C(=C3O)C(=O)C5=C(C4=O)C(=CC=C5)OC)O)(C(=O)CO)O)N)O.Cl. Cell line: HCT-15. Synergy scores: CSS=26.8, Synergy_ZIP=-4.38, Synergy_Bliss=-1.18, Synergy_Loewe=-1.94, Synergy_HSA=0.972. (7) Drug 1: CCC(=C(C1=CC=CC=C1)C2=CC=C(C=C2)OCCN(C)C)C3=CC=CC=C3.C(C(=O)O)C(CC(=O)O)(C(=O)O)O. Drug 2: CC1C(C(CC(O1)OC2CC(CC3=C2C(=C4C(=C3O)C(=O)C5=C(C4=O)C(=CC=C5)OC)O)(C(=O)CO)O)N)O.Cl. Cell line: A498. Synergy scores: CSS=35.6, Synergy_ZIP=-0.707, Synergy_Bliss=3.44, Synergy_Loewe=-5.35, Synergy_HSA=3.14.